From a dataset of Forward reaction prediction with 1.9M reactions from USPTO patents (1976-2016). Predict the product of the given reaction. (1) Given the reactants [NH2:1][C@H:2]([C@H:22]1[O:26][C:25](=[O:27])[C@H:24]([CH:28]([CH3:30])[CH3:29])[CH2:23]1)[CH2:3][C@H:4]([CH2:8][C:9]1[CH:14]=[CH:13][C:12]([CH3:15])=[C:11]([O:16][CH2:17][CH2:18][CH2:19][O:20][CH3:21])[CH:10]=1)[CH:5]([CH3:7])[CH3:6].[C:31](O[C:31]([O:33][C:34]([CH3:37])([CH3:36])[CH3:35])=[O:32])([O:33][C:34]([CH3:37])([CH3:36])[CH3:35])=[O:32].CCN(CC)CC, predict the reaction product. The product is: [C:34]([O:33][C:31](=[O:32])[NH:1][C@H:2]([C@@H:22]1[CH2:23][C@@H:24]([CH:28]([CH3:30])[CH3:29])[C:25](=[O:27])[O:26]1)[CH2:3][C@H:4]([CH2:8][C:9]1[CH:14]=[CH:13][C:12]([CH3:15])=[C:11]([O:16][CH2:17][CH2:18][CH2:19][O:20][CH3:21])[CH:10]=1)[CH:5]([CH3:6])[CH3:7])([CH3:37])([CH3:36])[CH3:35]. (2) Given the reactants [Br:1][C:2]1[CH:7]=[C:6]([CH3:8])[CH:5]=[C:4]([CH2:9]Br)[CH:3]=1.C([S:14][CH2:15][C@@H:16]([CH3:20])[C:17]([OH:19])=[O:18])(=O)C.[OH-].[Na+].CCOC(C)=O, predict the reaction product. The product is: [Br:1][C:2]1[CH:3]=[C:4]([CH:5]=[C:6]([CH3:8])[CH:7]=1)[CH2:9][S:14][CH2:15][C@@H:16]([CH3:20])[C:17]([OH:19])=[O:18].